Predict the reaction yield, written as a fraction of the theoretical maximum amount of product (1.0 means a 100% yield; for example, 0.34 means a 34% yield). From a dataset of Reaction yield outcomes from USPTO patents with 853,638 reactions. (1) The reactants are [CH3:1][C:2]([CH3:8])([CH3:7])[CH2:3][C:4](Cl)=[O:5].C(N(CC)CC)C.[Br:16][C:17]1[CH:22]=[C:21]([CH3:23])[C:20]([NH2:24])=[C:19]([CH3:25])[CH:18]=1.O. The catalyst is C(#N)C. The product is [Br:16][C:17]1[CH:22]=[C:21]([CH3:23])[C:20]([NH:24][C:4](=[O:5])[CH2:3][C:2]([CH3:8])([CH3:7])[CH3:1])=[C:19]([CH3:25])[CH:18]=1. The yield is 1.00. (2) The reactants are [NH:1]1[CH2:6][CH2:5][CH:4]([N:7]([CH2:21][CH3:22])[C:8](=[O:20])[CH2:9][C:10]2[CH:15]=[CH:14][C:13]([S:16]([CH3:19])(=[O:18])=[O:17])=[CH:12][CH:11]=2)[CH2:3][CH2:2]1.C(=O)([O-])[O-].[K+].[K+].Cl[CH2:30][CH2:31][C:32]([C:34]1[CH:39]=[CH:38][CH:37]=[CH:36][CH:35]=1)=[O:33]. The catalyst is CN(C=O)C. The product is [C:34]1([C:32](=[O:33])[CH2:31][CH2:30][N:1]2[CH2:6][CH2:5][CH:4]([N:7]([CH2:21][CH3:22])[C:8](=[O:20])[CH2:9][C:10]3[CH:15]=[CH:14][C:13]([S:16]([CH3:19])(=[O:17])=[O:18])=[CH:12][CH:11]=3)[CH2:3][CH2:2]2)[CH:39]=[CH:38][CH:37]=[CH:36][CH:35]=1. The yield is 0.530.